This data is from Tox21: 12 toxicity assays (nuclear receptors and stress response pathways). The task is: Binary classification across 12 toxicity assays. (1) The molecule is CC(C)CC=C(C=O)c1ccccc1. It tested positive (active) for: NR-ER (Estrogen Receptor agonist activity), and SR-MMP (Mitochondrial Membrane Potential disruption). (2) The drug is CCCCCCCc1ccc(O)cc1. It tested positive (active) for: NR-ER (Estrogen Receptor agonist activity), and SR-MMP (Mitochondrial Membrane Potential disruption).